Task: Predict the product of the given reaction.. Dataset: Forward reaction prediction with 1.9M reactions from USPTO patents (1976-2016) (1) The product is: [NH2:1][C:4]1[CH:5]=[CH:6][C:7]([C:10]23[CH2:29][CH:14]4[CH2:15][C:16]([NH:18][CH2:19][C:20]([N:22]5[CH2:26][CH2:25][CH2:24][C@H:23]5[C:27]#[N:28])=[O:21])([CH2:17]2)[CH:12]([CH2:13]4)[CH2:11]3)=[CH:8][CH:9]=1. Given the reactants [N+:1]([C:4]1[CH:9]=[CH:8][C:7]([C:10]23[CH2:29][CH:14]4[CH2:15][C:16]([NH:18][CH2:19][C:20]([N:22]5[CH2:26][CH2:25][CH2:24][C@H:23]5[C:27]#[N:28])=[O:21])([CH2:17]2)[CH:12]([CH2:13]4)[CH2:11]3)=[CH:6][CH:5]=1)([O-])=O.O.C1COCC1.[NH4+].[Cl-], predict the reaction product. (2) Given the reactants [NH2:1][C:2]1[CH:7]=[CH:6][C:5]([N:8]([CH2:16][CH2:17][N:18]2[CH2:23][CH2:22][N:21]([CH3:24])[CH2:20][CH2:19]2)[C:9](=O)OC(C)(C)C)=[C:4]([O:25][CH3:26])[CH:3]=1.O1CCCC1.[H-].[Al+3].[Li+].[H-].[H-].[H-].[OH-].[Na+], predict the reaction product. The product is: [CH3:26][O:25][C:4]1[CH:3]=[C:2]([NH2:1])[CH:7]=[CH:6][C:5]=1[N:8]([CH3:9])[CH2:16][CH2:17][N:18]1[CH2:19][CH2:20][N:21]([CH3:24])[CH2:22][CH2:23]1. (3) Given the reactants [CH:1]([C:3]1[CH:8]=[CH:7][C:6]([C:9]2[CH:14]=[CH:13][CH:12]=[C:11]([CH2:15][N:16]([CH2:25][CH2:26][CH3:27])[C:17](=[O:24])[C:18]3[CH:23]=[CH:22][CH:21]=[CH:20][CH:19]=3)[CH:10]=2)=[CH:5][CH:4]=1)=O.[S:28]1[CH2:32][C:31](=[O:33])[NH:30][C:29]1=[O:34], predict the reaction product. The product is: [O:34]=[C:29]1[NH:30][C:31](=[O:33])[C:32](=[CH:1][C:3]2[CH:4]=[CH:5][C:6]([C:9]3[CH:14]=[CH:13][CH:12]=[C:11]([CH2:15][N:16]([CH2:25][CH2:26][CH3:27])[C:17](=[O:24])[C:18]4[CH:19]=[CH:20][CH:21]=[CH:22][CH:23]=4)[CH:10]=3)=[CH:7][CH:8]=2)[S:28]1. (4) Given the reactants [NH2:1][C:2]1[C:11]2[C:6](=[CH:7][CH:8]=[CH:9][CH:10]=2)[CH:5]=[CH:4][C:3]=1[C:12]([OH:21])([C:17]([F:20])([F:19])[F:18])[C:13]([F:16])([F:15])[F:14].[CH3:22][CH:23]([CH2:27][CH3:28])[C:24](Cl)=[O:25], predict the reaction product. The product is: [CH3:22][CH:23]([CH2:27][CH3:28])[C:24]([NH:1][C:2]1[C:11]2[C:6](=[CH:7][CH:8]=[CH:9][CH:10]=2)[CH:5]=[CH:4][C:3]=1[C:12]([OH:21])([C:13]([F:14])([F:15])[F:16])[C:17]([F:18])([F:19])[F:20])=[O:25]. (5) Given the reactants [NH2:1][C:2]1[CH:3]=[C:4]([CH2:8][CH2:9][OH:10])[CH:5]=[CH:6][CH:7]=1.O1CCOCC1.[OH-].[Na+].[C:19](O[C:19]([O:21][C:22]([CH3:25])([CH3:24])[CH3:23])=[O:20])([O:21][C:22]([CH3:25])([CH3:24])[CH3:23])=[O:20], predict the reaction product. The product is: [OH:10][CH2:9][CH2:8][C:4]1[CH:3]=[C:2]([NH:1][C:19](=[O:20])[O:21][C:22]([CH3:25])([CH3:24])[CH3:23])[CH:7]=[CH:6][CH:5]=1. (6) Given the reactants [F:1][C:2]1[CH:9]=[CH:8][C:5]([C:6]#[N:7])=[C:4](B2OC(C)(C)C(C)(C)O2)[CH:3]=1.[Br:19][C:20]1[CH:25]=[CH:24][CH:23]=[C:22](Br)[N:21]=1, predict the reaction product. The product is: [Br:19][C:20]1[N:21]=[C:22]([C:4]2[CH:3]=[C:2]([F:1])[CH:9]=[CH:8][C:5]=2[C:6]#[N:7])[CH:23]=[CH:24][CH:25]=1. (7) Given the reactants C1(P(=O)(C2C=CC=CC=2)C2C=CC=CC=2)C=CC=CC=1.FC(F)(F)S(OS(C(F)(F)F)(=O)=O)(=O)=O.C([S:43][CH:44]([CH:74]([O:77][CH3:78])[O:75][CH3:76])[CH2:45][NH:46][C:47]([C:49]1[NH:50][C:51]2[C:56]([CH:57]=1)=[CH:55][C:54]([O:58][CH2:59][CH2:60][O:61][CH3:62])=[CH:53][C:52]=2[N:63]([CH3:73])[S:64]([C:67]1[N:68]([CH3:72])[CH:69]=[CH:70][N:71]=1)(=[O:66])=[O:65])=O)C1C=CC=CC=1.C1(SC)C=CC=CC=1, predict the reaction product. The product is: [CH3:78][O:77][CH:74]([O:75][CH3:76])[CH:44]1[S:43][C:47]([C:49]2[NH:50][C:51]3[C:56]([CH:57]=2)=[CH:55][C:54]([O:58][CH2:59][CH2:60][O:61][CH3:62])=[CH:53][C:52]=3[N:63]([CH3:73])[S:64]([C:67]2[N:68]([CH3:72])[CH:69]=[CH:70][N:71]=2)(=[O:66])=[O:65])=[N:46][CH2:45]1.